From a dataset of NCI-60 drug combinations with 297,098 pairs across 59 cell lines. Regression. Given two drug SMILES strings and cell line genomic features, predict the synergy score measuring deviation from expected non-interaction effect. (1) Drug 1: CC1C(C(CC(O1)OC2CC(CC3=C2C(=C4C(=C3O)C(=O)C5=C(C4=O)C(=CC=C5)OC)O)(C(=O)CO)O)N)O. Drug 2: CN1C=C(C=N1)C2=C3N=C(C(=C(N3N=C2)N)Br)C4CCCNC4. Cell line: UACC62. Synergy scores: CSS=66.1, Synergy_ZIP=-5.23, Synergy_Bliss=-7.84, Synergy_Loewe=-16.4, Synergy_HSA=-1.27. (2) Drug 1: CS(=O)(=O)C1=CC(=C(C=C1)C(=O)NC2=CC(=C(C=C2)Cl)C3=CC=CC=N3)Cl. Drug 2: CC1CCCC2(C(O2)CC(NC(=O)CC(C(C(=O)C(C1O)C)(C)C)O)C(=CC3=CSC(=N3)C)C)C. Cell line: MDA-MB-231. Synergy scores: CSS=18.2, Synergy_ZIP=3.90, Synergy_Bliss=12.3, Synergy_Loewe=10.6, Synergy_HSA=11.8. (3) Drug 1: C1=NC2=C(N1)C(=S)N=CN2. Drug 2: C(CC(=O)O)C(=O)CN.Cl. Cell line: KM12. Synergy scores: CSS=41.9, Synergy_ZIP=-4.34, Synergy_Bliss=-3.35, Synergy_Loewe=-1.94, Synergy_HSA=0.134. (4) Drug 1: COC1=C(C=C2C(=C1)N=CN=C2NC3=CC(=C(C=C3)F)Cl)OCCCN4CCOCC4. Drug 2: C1CN(CCN1C(=O)CCBr)C(=O)CCBr. Cell line: IGROV1. Synergy scores: CSS=57.6, Synergy_ZIP=0.341, Synergy_Bliss=-0.467, Synergy_Loewe=4.67, Synergy_HSA=6.42. (5) Drug 1: CC1CCC2CC(C(=CC=CC=CC(CC(C(=O)C(C(C(=CC(C(=O)CC(OC(=O)C3CCCCN3C(=O)C(=O)C1(O2)O)C(C)CC4CCC(C(C4)OC)OCCO)C)C)O)OC)C)C)C)OC. Drug 2: CCC1(CC2CC(C3=C(CCN(C2)C1)C4=CC=CC=C4N3)(C5=C(C=C6C(=C5)C78CCN9C7C(C=CC9)(C(C(C8N6C)(C(=O)OC)O)OC(=O)C)CC)OC)C(=O)OC)O.OS(=O)(=O)O. Cell line: BT-549. Synergy scores: CSS=0.443, Synergy_ZIP=0.832, Synergy_Bliss=1.28, Synergy_Loewe=-0.718, Synergy_HSA=-1.59. (6) Drug 1: C1CN(P(=O)(OC1)NCCCl)CCCl. Drug 2: CC1C(C(CC(O1)OC2CC(CC3=C2C(=C4C(=C3O)C(=O)C5=C(C4=O)C(=CC=C5)OC)O)(C(=O)CO)O)N)O.Cl. Cell line: UACC62. Synergy scores: CSS=53.2, Synergy_ZIP=-2.23, Synergy_Bliss=-1.78, Synergy_Loewe=-11.6, Synergy_HSA=0.545. (7) Drug 1: CC1C(C(=O)NC(C(=O)N2CCCC2C(=O)N(CC(=O)N(C(C(=O)O1)C(C)C)C)C)C(C)C)NC(=O)C3=C4C(=C(C=C3)C)OC5=C(C(=O)C(=C(C5=N4)C(=O)NC6C(OC(=O)C(N(C(=O)CN(C(=O)C7CCCN7C(=O)C(NC6=O)C(C)C)C)C)C(C)C)C)N)C. Drug 2: COC1=C2C(=CC3=C1OC=C3)C=CC(=O)O2. Cell line: PC-3. Synergy scores: CSS=20.6, Synergy_ZIP=-5.25, Synergy_Bliss=-4.11, Synergy_Loewe=-69.2, Synergy_HSA=-5.81. (8) Drug 1: C1=NC2=C(N1)C(=S)N=C(N2)N. Drug 2: C1=NC(=NC(=O)N1C2C(C(C(O2)CO)O)O)N. Cell line: SF-268. Synergy scores: CSS=20.1, Synergy_ZIP=-6.62, Synergy_Bliss=0.898, Synergy_Loewe=-3.55, Synergy_HSA=-1.56.